This data is from Full USPTO retrosynthesis dataset with 1.9M reactions from patents (1976-2016). The task is: Predict the reactants needed to synthesize the given product. The reactants are: [C:1]([O:5][C:6](=[O:23])[NH:7][C:8]1[C:9]([CH3:22])=[C:10]([Br:21])[C:11]2[O:15][C:14]([CH3:17])([CH3:16])[C:13](=[O:18])[C:12]=2[C:19]=1[CH3:20])([CH3:4])([CH3:3])[CH3:2]. Given the product [C:1]([O:5][C:6](=[O:23])[NH:7][C:8]1[C:9]([CH3:22])=[C:10]([Br:21])[C:11]2[O:15][C:14]([CH3:16])([CH3:17])[CH:13]([OH:18])[C:12]=2[C:19]=1[CH3:20])([CH3:3])([CH3:2])[CH3:4], predict the reactants needed to synthesize it.